The task is: Predict hERG channel inhibition at various concentrations.. This data is from hERG Central: cardiac toxicity at 1µM, 10µM, and general inhibition. (1) Results: hERG_inhib (hERG inhibition (general)): blocker. The molecule is Cc1ccc(-n2cc(CN3CCC(O)(c4ccccn4)CC3)c(-c3ccc(F)cc3)n2)cc1. (2) The drug is O=C(CN1CCN(C(=O)C2CCCO2)CC1)Nc1ccc(F)cc1. Results: hERG_inhib (hERG inhibition (general)): blocker. (3) Results: hERG_inhib (hERG inhibition (general)): blocker. The molecule is O=c1[nH]c2ccccc2n1CCCN1CCC(n2c(=O)[nH]c3cc(Cl)ccc32)CC1. (4) The drug is CCn1c(CNC(=O)COc2ccc(C(C)C)cc2)nnc1SCC(=O)Nc1ccccc1. Results: hERG_inhib (hERG inhibition (general)): blocker. (5) Results: hERG_inhib (hERG inhibition (general)): blocker. The drug is COc1ccc(-c2ccc(/C=N/N3C(=O)C4C5C=CC(C6CC56)C4C3=O)o2)c([N+](=O)[O-])c1. (6) The drug is CC(=O)n1cc([C@@H]2C=C(C(=O)NCc3ccccc3)O[C@H](OCCCCO)C2)c2ccccc21. Results: hERG_inhib (hERG inhibition (general)): blocker. (7) The compound is CCOC(=O)C1(Cc2cccc(OC)c2)CCN(C2CCOCC2)CC1. Results: hERG_inhib (hERG inhibition (general)): blocker. (8) The compound is Cl.c1ccc(CNc2nc(N3CCN(Cc4ccccc4)CC3)nc3ccccc23)cc1. Results: hERG_inhib (hERG inhibition (general)): blocker.